Dataset: Peptide-MHC class II binding affinity with 134,281 pairs from IEDB. Task: Regression. Given a peptide amino acid sequence and an MHC pseudo amino acid sequence, predict their binding affinity value. This is MHC class II binding data. (1) The peptide sequence is MSMASSSSSSLLAMA. The MHC is DRB1_0901 with pseudo-sequence DRB1_0901. The binding affinity (normalized) is 0.558. (2) The MHC is DRB1_0101 with pseudo-sequence DRB1_0101. The binding affinity (normalized) is 0.707. The peptide sequence is NSHHYISMGKSGLEL. (3) The peptide sequence is SEAQKAAKPAAAATA. The MHC is HLA-DQA10101-DQB10501 with pseudo-sequence HLA-DQA10101-DQB10501. The binding affinity (normalized) is 0.